Dataset: Forward reaction prediction with 1.9M reactions from USPTO patents (1976-2016). Task: Predict the product of the given reaction. (1) Given the reactants [CH3:1][C:2]1[CH:7]=[CH:6][C:5]([C:8]([C:17]2[CH:22]=[CH:21][C:20]([CH3:23])=[CH:19][CH:18]=2)([C:10]2[CH:15]=[CH:14][C:13]([CH3:16])=[CH:12][CH:11]=2)O)=[CH:4][CH:3]=1.S(Cl)(Cl)=O.[NH:28]1[CH2:33][CH2:32][CH2:31][CH2:30][CH2:29]1, predict the reaction product. The product is: [CH3:1][C:2]1[CH:7]=[CH:6][C:5]([C:8]([C:17]2[CH:22]=[CH:21][C:20]([CH3:23])=[CH:19][CH:18]=2)([C:10]2[CH:15]=[CH:14][C:13]([CH3:16])=[CH:12][CH:11]=2)[N:28]2[CH2:33][CH2:32][CH2:31][CH2:30][CH2:29]2)=[CH:4][CH:3]=1. (2) Given the reactants C(N(CC)CC)C.[C:16](O[C:16]([O:18][C:19]([CH3:22])([CH3:21])[CH3:20])=[O:17])([O:18][C:19]([CH3:22])([CH3:21])[CH3:20])=[O:17].[CH2:23]([O:30][C:31](=[O:51])[CH2:32][C:33]1([OH:50])[CH2:38][CH2:37][CH:36]([NH:39][CH2:40][CH2:41][NH:42][C:43]([O:45][C:46]([CH3:49])([CH3:48])[CH3:47])=[O:44])[CH2:35][CH2:34]1)[C:24]1[CH:29]=[CH:28][CH:27]=[CH:26][CH:25]=1, predict the reaction product. The product is: [CH2:23]([O:30][C:31](=[O:51])[CH2:32][C:33]1([OH:50])[CH2:38][CH2:37][CH:36]([N:39]([C:16]([O:18][C:19]([CH3:20])([CH3:21])[CH3:22])=[O:17])[CH2:40][CH2:41][NH:42][C:43]([O:45][C:46]([CH3:47])([CH3:48])[CH3:49])=[O:44])[CH2:35][CH2:34]1)[C:24]1[CH:29]=[CH:28][CH:27]=[CH:26][CH:25]=1. (3) Given the reactants [NH2:1][C:2]1[CH:3]=[C:4]2[C:8](=[CH:9][CH:10]=1)[N:7]([CH3:11])[C:6](=[O:12])[C:5]12[CH2:16][CH:15]=[CH:14][CH2:13]1.[CH3:17][C:18]1[CH:23]=[CH:22][C:21]([CH2:24][S:25](Cl)(=[O:27])=[O:26])=[CH:20][CH:19]=1.N1C=CC=CC=1, predict the reaction product. The product is: [CH3:11][N:7]1[C:8]2[C:4](=[CH:3][C:2]([NH:1][S:25]([CH2:24][C:21]3[CH:22]=[CH:23][C:18]([CH3:17])=[CH:19][CH:20]=3)(=[O:27])=[O:26])=[CH:10][CH:9]=2)[C:5]2([CH2:13][CH:14]=[CH:15][CH2:16]2)[C:6]1=[O:12]. (4) Given the reactants [C:1]([C:4]1[CH:5]=[C:6]2[C:11](=[O:12])[O:10][C:8](=O)[C:7]2=[CH:13][CH:14]=1)([OH:3])=[O:2].[NH2:15][C:16]1[CH:24]=[CH:23][C:19]([C:20]([OH:22])=[O:21])=[CH:18][CH:17]=1, predict the reaction product. The product is: [C:1]([C:4]1[CH:5]=[C:6]2[C:11](=[O:12])[N:15]([C:16]3[CH:24]=[CH:23][C:19]([C:20]([OH:22])=[O:21])=[CH:18][CH:17]=3)[C:8](=[O:10])[C:7]2=[CH:13][CH:14]=1)([OH:3])=[O:2].